From a dataset of Catalyst prediction with 721,799 reactions and 888 catalyst types from USPTO. Predict which catalyst facilitates the given reaction. (1) Reactant: C([OH:3])C.C[C:5]1[C:10]([OH:11])=C(C)[C:8]2[CH2:13][CH2:14][C@:15]([CH2:18][CH2:19][CH2:20][C@@H:21]([CH2:23][CH2:24][CH2:25][C@@H:26]([CH2:28][CH2:29]CC(C)C)C)C)(C)O[C:7]=2[C:6]=1C. Product: [C:10]([OH:3])(=[O:11])[CH2:5][CH2:6][CH2:7][CH2:8][CH2:13][CH2:14][CH2:15]/[CH:18]=[CH:19]\[CH2:20]/[CH:21]=[CH:23]\[CH2:24][CH2:25][CH2:26][CH2:28][CH3:29]. The catalyst class is: 6. (2) Reactant: [CH3:1][C:2]1[NH:11][C:5]2=[N:6][CH:7]=[C:8]([NH2:10])[CH:9]=[C:4]2[C:3]=1[CH3:12].[F:13][C:14]1[C:22]([NH:23][S:24]([CH2:27][CH2:28][CH3:29])(=[O:26])=[O:25])=[CH:21][CH:20]=[C:19]([F:30])[C:15]=1[C:16](O)=[O:17].CCN=C=NCCCN(C)C.C1C=CC2N(O)N=NC=2C=1. Product: [CH3:1][C:2]1[NH:11][C:5]2=[N:6][CH:7]=[C:8]([NH:10][C:16](=[O:17])[C:15]3[C:19]([F:30])=[CH:20][CH:21]=[C:22]([NH:23][S:24]([CH2:27][CH2:28][CH3:29])(=[O:26])=[O:25])[C:14]=3[F:13])[CH:9]=[C:4]2[C:3]=1[CH3:12]. The catalyst class is: 3.